Dataset: Catalyst prediction with 721,799 reactions and 888 catalyst types from USPTO. Task: Predict which catalyst facilitates the given reaction. (1) Reactant: [CH2:1]([N:6]1[C:14]2[N:13]=[C:12]([C:15]([F:18])([F:17])[F:16])[NH:11][C:10]=2[C:9](=O)[NH:8][C:7]1=[O:20])[CH2:2][CH2:3][CH2:4][CH3:5].P12(SP3(SP(SP(S3)(S1)=S)(=S)S2)=S)=[S:22]. Product: [CH2:1]([N:6]1[C:14]2[N:13]=[C:12]([C:15]([F:18])([F:17])[F:16])[NH:11][C:10]=2[C:9](=[S:22])[NH:8][C:7]1=[O:20])[CH2:2][CH2:3][CH2:4][CH3:5]. The catalyst class is: 12. (2) Reactant: [CH3:1][N:2]([C:15]1[CH:20]=[CH:19][CH:18]=[CH:17][CH:16]=1)[C:3](=[O:14])[CH2:4][C:5]1[CH:10]=[CH:9][CH:8]=[C:7]([N+:11]([O-:13])=[O:12])[CH:6]=1.[H-].[Na+].[CH3:23]I.O. Product: [CH3:1][N:2]([C:15]1[CH:20]=[CH:19][CH:18]=[CH:17][CH:16]=1)[C:3](=[O:14])[CH:4]([C:5]1[CH:10]=[CH:9][CH:8]=[C:7]([N+:11]([O-:13])=[O:12])[CH:6]=1)[CH3:23]. The catalyst class is: 1. (3) Reactant: [F:1][C:2]1[CH:9]=[CH:8][C:7]([N+:10]([O-:12])=[O:11])=[CH:6][C:3]=1[CH2:4]O.[Br:13]C(Br)(Br)Br.C1(P(C2C=CC=CC=2)C2C=CC=CC=2)C=CC=CC=1. Product: [Br:13][CH2:4][C:3]1[CH:6]=[C:7]([N+:10]([O-:12])=[O:11])[CH:8]=[CH:9][C:2]=1[F:1]. The catalyst class is: 28. (4) Reactant: [NH2:1][C:2]1[C:11]([CH2:12][NH2:13])=[CH:10][CH:9]=[CH:8][C:3]=1[C:4]([O:6][CH3:7])=[O:5].[CH:14](=O)[C:15]1[CH:20]=[CH:19][CH:18]=[N:17][CH:16]=1.C(O)(=O)C. Product: [N:17]1[CH:18]=[CH:19][CH:20]=[C:15]([CH:14]2[NH:13][CH2:12][C:11]3[C:2](=[C:3]([C:4]([O:6][CH3:7])=[O:5])[CH:8]=[CH:9][CH:10]=3)[NH:1]2)[CH:16]=1. The catalyst class is: 12.